This data is from Full USPTO retrosynthesis dataset with 1.9M reactions from patents (1976-2016). The task is: Predict the reactants needed to synthesize the given product. Given the product [C:4]([C:5]1[N:9]([OH:10])[C:8]([C:11]([O:13][CH3:14])=[O:12])=[CH:7][CH:6]=1)#[N:1], predict the reactants needed to synthesize it. The reactants are: [N:1]([C:4]1[CH:5]=[CH:6][CH:7]=[C:8]([C:11]([O:13][CH3:14])=[O:12])[N+:9]=1[O-:10])=[N+]=[N-].